This data is from Forward reaction prediction with 1.9M reactions from USPTO patents (1976-2016). The task is: Predict the product of the given reaction. (1) Given the reactants [Cl:1][C:2]1[CH:18]=[CH:17][C:5]2[CH2:6][CH2:7][N:8](C(=O)C(F)(F)F)[CH2:9][CH2:10][C:4]=2[C:3]=1[OH:19].[C:31]([O:30][C:28](O[C:28]([O:30][C:31]([CH3:34])([CH3:33])[CH3:32])=[O:29])=[O:29])([CH3:34])([CH3:33])[CH3:32], predict the reaction product. The product is: [C:31]([O:30][C:28]([N:8]1[CH2:9][CH2:10][C:4]2[C:3]([OH:19])=[C:2]([Cl:1])[CH:18]=[CH:17][C:5]=2[CH2:6][CH2:7]1)=[O:29])([CH3:32])([CH3:33])[CH3:34]. (2) Given the reactants Cl[C:2]1[C:11]([CH3:12])=[C:10]([Cl:13])[C:9]2[C:4](=[CH:5][C:6]([F:14])=[CH:7][CH:8]=2)[N:3]=1.C(=O)([O-])[O-].[Na+].[Na+].[CH3:21][C:22]1[C:27](B2OC(C)(C)C(C)(C)O2)=[CH:26][CH:25]=[CH:24][N:23]=1, predict the reaction product. The product is: [Cl:13][C:10]1[C:9]2[C:4](=[CH:5][C:6]([F:14])=[CH:7][CH:8]=2)[N:3]=[C:2]([C:27]2[C:22]([CH3:21])=[N:23][CH:24]=[CH:25][CH:26]=2)[C:11]=1[CH3:12].